Dataset: Catalyst prediction with 721,799 reactions and 888 catalyst types from USPTO. Task: Predict which catalyst facilitates the given reaction. (1) Reactant: [CH2:1]([O:8][C:9]1[CH:15]=[CH:14][C:12]([NH2:13])=[CH:11][C:10]=1[Cl:16])[C:2]1[CH:7]=[CH:6][CH:5]=[CH:4][CH:3]=1.C(=O)([O-])[O-].[K+].[K+].[Br:23]Br.O. Product: [CH2:1]([O:8][C:9]1[C:10]([Cl:16])=[CH:11][C:12]([NH2:13])=[C:14]([Br:23])[CH:15]=1)[C:2]1[CH:3]=[CH:4][CH:5]=[CH:6][CH:7]=1. The catalyst class is: 4. (2) Reactant: [CH:1]1[CH:2]=[CH:3][C:4]2[NH:9][C:8]([OH:10])=[C:7]([C:11]3[C:19](=O)[C:18]4[CH:17]=[CH:16][CH:15]=[CH:14][C:13]=4[N:12]=3)[C:5]=2[CH:6]=1.[Cl-].[OH:22][NH3+:23].O. Product: [CH:1]1[CH:2]=[CH:3][C:4]2[NH:9][C:8]([OH:10])=[C:7]([C:11]3[NH:12][C:13]4[CH:14]=[CH:15][CH:16]=[CH:17][C:18]=4[C:19]=3[N:23]=[O:22])[C:5]=2[CH:6]=1. The catalyst class is: 17. (3) Reactant: [NH2:1][C@H:2]([C:4]1[N:13]([C:14]2[CH:19]=[CH:18][CH:17]=[CH:16][CH:15]=2)[C:12](=[O:20])[C:11]2[C:6](=[CH:7][CH:8]=[CH:9][C:10]=2[F:21])[N:5]=1)[CH3:3].Cl[C:23]1[N:28]=[CH:27][N:26]=[C:25]([NH2:29])[C:24]=1[C:30]1[O:34][N:33]=[C:32]([CH3:35])[N:31]=1.CCN(C(C)C)C(C)C. Product: [NH2:29][C:25]1[N:26]=[CH:27][N:28]=[C:23]([NH:1][C@H:2]([C:4]2[N:13]([C:14]3[CH:15]=[CH:16][CH:17]=[CH:18][CH:19]=3)[C:12](=[O:20])[C:11]3[C:6](=[CH:7][CH:8]=[CH:9][C:10]=3[F:21])[N:5]=2)[CH3:3])[C:24]=1[C:30]1[O:34][N:33]=[C:32]([CH3:35])[N:31]=1. The catalyst class is: 114. (4) Reactant: [CH3:1][C:2]([S:7]([CH2:10][CH:11]1[CH2:16][CH2:15][O:14][CH2:13][CH2:12]1)(=[O:9])=[O:8])([CH3:6])[C:3]([OH:5])=O.S(Cl)(Cl)=O.[CH3:21][O:22][C:23]1[CH:28]=[CH:27][C:26]([C:29]2[NH:30][C:31]([NH2:34])=[N:32][N:33]=2)=[CH:25][CH:24]=1.C(N(CC)C(C)C)(C)C. Product: [CH3:21][O:22][C:23]1[CH:24]=[CH:25][C:26]([C:29]2[NH:30][C:31]([NH:34][C:3](=[O:5])[C:2]([CH3:1])([S:7]([CH2:10][CH:11]3[CH2:16][CH2:15][O:14][CH2:13][CH2:12]3)(=[O:9])=[O:8])[CH3:6])=[N:32][N:33]=2)=[CH:27][CH:28]=1. The catalyst class is: 588.